This data is from NCI-60 drug combinations with 297,098 pairs across 59 cell lines. The task is: Regression. Given two drug SMILES strings and cell line genomic features, predict the synergy score measuring deviation from expected non-interaction effect. (1) Drug 1: C1=NC2=C(N=C(N=C2N1C3C(C(C(O3)CO)O)O)F)N. Drug 2: C(CCl)NC(=O)N(CCCl)N=O. Cell line: M14. Synergy scores: CSS=16.8, Synergy_ZIP=-4.46, Synergy_Bliss=-0.242, Synergy_Loewe=-29.6, Synergy_HSA=2.54. (2) Drug 1: C1=NC(=NC(=O)N1C2C(C(C(O2)CO)O)O)N. Drug 2: CN(CC1=CN=C2C(=N1)C(=NC(=N2)N)N)C3=CC=C(C=C3)C(=O)NC(CCC(=O)O)C(=O)O. Cell line: HT29. Synergy scores: CSS=37.2, Synergy_ZIP=2.89, Synergy_Bliss=0.650, Synergy_Loewe=-51.1, Synergy_HSA=-2.12. (3) Drug 1: C1=NC(=NC(=O)N1C2C(C(C(O2)CO)O)O)N. Drug 2: C1=NNC2=C1C(=O)NC=N2. Cell line: SF-268. Synergy scores: CSS=12.3, Synergy_ZIP=-3.44, Synergy_Bliss=0.253, Synergy_Loewe=-4.93, Synergy_HSA=0.695.